Dataset: Forward reaction prediction with 1.9M reactions from USPTO patents (1976-2016). Task: Predict the product of the given reaction. Given the reactants [OH:1][CH:2]1[CH2:7][CH2:6][CH2:5][NH:4][C:3]1=[O:8].C(N(CC)CC)C.[CH3:16][S:17](Cl)(=[O:19])=[O:18], predict the reaction product. The product is: [O:8]=[C:3]1[CH:2]([O:1][S:17]([CH3:16])(=[O:19])=[O:18])[CH2:7][CH2:6][CH2:5][NH:4]1.